From a dataset of Forward reaction prediction with 1.9M reactions from USPTO patents (1976-2016). Predict the product of the given reaction. (1) Given the reactants [C:1]1([C@@H:7](O)[CH3:8])[CH:6]=[CH:5][CH:4]=[CH:3][CH:2]=1.CS(Cl)(=O)=O.S([O-])(=O)(=O)C.[CH3:20][C@@H:21]1[CH2:26][NH:25][CH2:24][CH2:23][NH:22]1, predict the reaction product. The product is: [CH3:20][C@H:21]1[NH:22][CH2:23][CH2:24][N:25]([C@@H:7]([C:1]2[CH:6]=[CH:5][CH:4]=[CH:3][CH:2]=2)[CH3:8])[CH2:26]1. (2) The product is: [NH2:22][S:19]([C:10]1[CH:9]=[C:8]([CH:7]=[C:6]([NH:5][CH2:4][CH2:3][CH2:2][CH3:1])[C:11]=1[O:12][C:13]1[CH:18]=[CH:17][CH:16]=[CH:15][CH:14]=1)[C:23]([O:25][CH2:26][C:27]1[CH:32]=[CH:31][CH:30]=[CH:29][CH:28]=1)=[O:24])(=[O:21])=[O:20]. Given the reactants [CH3:1][CH2:2][CH2:3][CH2:4][NH:5][C:6]1[CH:7]=[C:8]([C:23]([OH:25])=[O:24])[CH:9]=[C:10]([S:19]([NH2:22])(=[O:21])=[O:20])[C:11]=1[O:12][C:13]1[CH:14]=[CH:15][CH:16]=[CH:17][CH:18]=1.[CH2:26](Cl)[C:27]1[CH:32]=[CH:31][CH:30]=[CH:29][CH:28]=1.C(N(CC)CC)C, predict the reaction product. (3) Given the reactants [C:1]([C:4]1[CH:9]=[CH:8][C:7]([N:10]2[C:14](=[O:15])[CH:13]=[CH:12][C:11]2=[O:16])=[CH:6][CH:5]=1)(O)=[O:2].C(Cl)(=O)C([Cl:20])=O, predict the reaction product. The product is: [C:14]1(=[O:15])[N:10]([C:7]2[CH:8]=[CH:9][C:4]([C:1]([Cl:20])=[O:2])=[CH:5][CH:6]=2)[C:11](=[O:16])[CH:12]=[CH:13]1. (4) Given the reactants [CH3:1][C:2]1[CH:7]=[C:6]([CH3:8])[N:5]=[C:4]([NH2:9])[N:3]=1.Cl[C:11]1[CH:16]=[C:15]([Cl:17])[N:14]=[N:13][C:12]=1[C:18]([O:20][CH2:21][CH3:22])=[O:19], predict the reaction product. The product is: [Cl:17][C:15]1[N:14]=[N:13][C:12]([C:18]([O:20][CH2:21][CH3:22])=[O:19])=[C:11]([NH:9][C:4]2[N:5]=[C:6]([CH3:8])[CH:7]=[C:2]([CH3:1])[N:3]=2)[CH:16]=1. (5) Given the reactants [NH2:1][C:2]1[CH:9]=[C:8](Cl)[C:5]([C:6]#[N:7])=[CH:4][N:3]=1.[CH2:11]1[C:15]2([CH2:20][CH2:19][NH:18][CH2:17][CH2:16]2)[CH2:14][CH2:13][N:12]1[C:21]([O:23][C:24]([CH3:27])([CH3:26])[CH3:25])=[O:22], predict the reaction product. The product is: [NH2:1][C:2]1[CH:9]=[C:8]([N:18]2[CH2:19][CH2:20][C:15]3([CH2:11][N:12]([C:21]([O:23][C:24]([CH3:25])([CH3:26])[CH3:27])=[O:22])[CH2:13][CH2:14]3)[CH2:16][CH2:17]2)[C:5]([C:6]#[N:7])=[CH:4][N:3]=1. (6) Given the reactants Cl.[NH2:2][CH2:3][CH2:4][NH:5][C:6](=[O:19])[C:7]1[CH:12]=[CH:11][C:10]([O:13][CH2:14][C:15]([F:18])([F:17])[F:16])=[N:9][CH:8]=1.[CH3:20][N:21]1[C:29]2[C:24](=[CH:25][CH:26]=[CH:27][CH:28]=2)[C:23]([C:30](O)=[O:31])=[CH:22]1.CCN=C=NCCCN(C)C.Cl.C1C=CC2N(O)N=NC=2C=1.O.C(N(CC)CC)C, predict the reaction product. The product is: [CH3:20][N:21]1[C:29]2[C:24](=[CH:25][CH:26]=[CH:27][CH:28]=2)[C:23]([C:30]([NH:2][CH2:3][CH2:4][NH:5][C:6](=[O:19])[C:7]2[CH:12]=[CH:11][C:10]([O:13][CH2:14][C:15]([F:16])([F:17])[F:18])=[N:9][CH:8]=2)=[O:31])=[CH:22]1. (7) Given the reactants Br[C:2]1[CH:7]=[CH:6][C:5]([C@@H:8]2[O:13][CH2:12][CH2:11][N:10]([C:14]([O:16][C:17]([CH3:20])([CH3:19])[CH3:18])=[O:15])[CH2:9]2)=[CH:4][CH:3]=1.[C:21]1([C:27]([C:29]2[CH:34]=[CH:33][CH:32]=[CH:31][CH:30]=2)=[NH:28])[CH:26]=[CH:25][CH:24]=[CH:23][CH:22]=1.CC(C)([O-])C.[Na+], predict the reaction product. The product is: [C:21]1([C:27](=[N:28][C:2]2[CH:7]=[CH:6][C:5]([C@@H:8]3[O:13][CH2:12][CH2:11][N:10]([C:14]([O:16][C:17]([CH3:20])([CH3:19])[CH3:18])=[O:15])[CH2:9]3)=[CH:4][CH:3]=2)[C:29]2[CH:30]=[CH:31][CH:32]=[CH:33][CH:34]=2)[CH:26]=[CH:25][CH:24]=[CH:23][CH:22]=1.